From a dataset of Full USPTO retrosynthesis dataset with 1.9M reactions from patents (1976-2016). Predict the reactants needed to synthesize the given product. (1) Given the product [C:17]([OH:21])(=[O:20])[CH:18]=[CH2:19].[NH2:3][C:17]([O:21][CH2:22][CH3:23])=[O:20], predict the reactants needed to synthesize it. The reactants are: O=C=[N:3]C1CC(C)(C)CC(C)(CN=C=O)C1.[C:17]([O:21][CH2:22][C:23](CO)(COC(=O)C=C)COC(=O)C=C)(=[O:20])[CH:18]=[CH2:19].C([O-])(=O)CCCCCCCCCCC.C([O-])(=O)CCCCCCCCCCC.C([Sn+2]CCCC)CCC. (2) Given the product [CH:15]1([N:13]([CH3:14])[S:12]([C:6]2[CH:5]=[C:4]([CH:9]=[CH:8][C:7]=2[O:10][CH3:11])[C:3]([OH:23])=[O:2])(=[O:22])=[O:21])[CH2:16][CH2:17][CH2:18][CH2:19][CH2:20]1, predict the reactants needed to synthesize it. The reactants are: C[O:2][C:3](=[O:23])[C:4]1[CH:9]=[CH:8][C:7]([O:10][CH3:11])=[C:6]([S:12](=[O:22])(=[O:21])[N:13]([CH:15]2[CH2:20][CH2:19][CH2:18][CH2:17][CH2:16]2)[CH3:14])[CH:5]=1.[OH-].[Na+]. (3) Given the product [NH:15]1[C:19]2=[N:20][CH:21]=[CH:22][C:23]([N:24]3[CH2:29][CH2:28][N:27]([C:30]([O:32][C:33]([CH3:36])([CH3:35])[CH3:34])=[O:31])[CH2:26][CH2:25]3)=[C:18]2[CH:17]=[N:16]1, predict the reactants needed to synthesize it. The reactants are: C(O)(C(F)(F)F)=O.COC1C=CC(C[N:15]2[C:19]3=[N:20][CH:21]=[CH:22][C:23]([N:24]4[CH2:29][CH2:28][N:27]([C:30]([O:32][C:33]([CH3:36])([CH3:35])[CH3:34])=[O:31])[CH2:26][CH2:25]4)=[C:18]3[CH:17]=[N:16]2)=CC=1.[Li+].[OH-].CC(OC(OC(OC(C)(C)C)=O)=O)(C)C. (4) Given the product [OH:19][C@H:20]([CH2:21][NH:5][C:6]1[CH:7]=[CH:8][C:9]([N:12]2[CH2:17][CH2:16][O:15][CH2:14][C:13]2=[O:18])=[CH:10][CH:11]=1)[CH2:22][N:23]1[C:24](=[O:33])[C:25]2[C:30](=[CH:29][CH:28]=[CH:27][CH:26]=2)[C:31]1=[O:32], predict the reactants needed to synthesize it. The reactants are: C(O)(C)C.[NH2:5][C:6]1[CH:11]=[CH:10][C:9]([N:12]2[CH2:17][CH2:16][O:15][CH2:14][C:13]2=[O:18])=[CH:8][CH:7]=1.[O:19]1[CH2:21][C@@H:20]1[CH2:22][N:23]1[C:31](=[O:32])[C:30]2[C:25](=[CH:26][CH:27]=[CH:28][CH:29]=2)[C:24]1=[O:33]. (5) Given the product [C:1]([O:5][C:6](=[O:42])[N:7]([C:30]1[CH:35]=[CH:34][C:33]([N:36]2[CH2:37][CH2:38][O:39][CH2:40][CH2:41]2)=[CH:32][CH:31]=1)[C:8]1[C:9]2[N:10]([N:27]=[CH:28][N:29]=2)[C:11]([C:44]2[CH:45]=[C:46]3[C:51](=[CH:52][CH:53]=2)[C:50](=[O:54])[NH:49][CH2:48][CH2:47]3)=[CH:12][N:13]=1)([CH3:4])([CH3:3])[CH3:2], predict the reactants needed to synthesize it. The reactants are: [C:1]([O:5][C:6](=[O:42])[N:7]([C:30]1[CH:35]=[CH:34][C:33]([N:36]2[CH2:41][CH2:40][O:39][CH2:38][CH2:37]2)=[CH:32][CH:31]=1)[C:8]1[C:9]2[N:10]([N:27]=[CH:28][N:29]=2)[C:11]([Sn](CCCC)(CCCC)CCCC)=[CH:12][N:13]=1)([CH3:4])([CH3:3])[CH3:2].Br[C:44]1[CH:45]=[C:46]2[C:51](=[CH:52][CH:53]=1)[C:50](=[O:54])[NH:49][CH2:48][CH2:47]2. (6) Given the product [ClH:1].[NH2:50][CH2:49][C@H:46]1[CH2:45][CH2:44][C@H:43]([C:41]([NH:40][C@@H:26]([CH2:25][C:21]2[CH:20]=[C:19]([C:17]3[CH:18]=[C:13]([S:10](=[O:11])(=[O:12])[NH:9][CH2:2][C:3]4[CH:4]=[CH:5][CH:6]=[CH:7][CH:8]=4)[CH:14]=[CH:15][C:16]=3[CH3:58])[CH:24]=[CH:23][CH:22]=2)[C:27](=[O:39])[NH:28][C:29]2[CH:37]=[C:36]3[C:32]([C:33](=[O:38])[NH:34][NH:35]3)=[CH:31][CH:30]=2)=[O:42])[CH2:48][CH2:47]1, predict the reactants needed to synthesize it. The reactants are: [ClH:1].[CH2:2]([NH:9][S:10]([C:13]1[CH:14]=[CH:15][C:16]([CH3:58])=[C:17]([C:19]2[CH:24]=[CH:23][CH:22]=[C:21]([CH2:25][C@H:26]([NH:40][C:41]([C@H:43]3[CH2:48][CH2:47][C@H:46]([CH2:49][NH:50]C(=O)OC(C)(C)C)[CH2:45][CH2:44]3)=[O:42])[C:27](=[O:39])[NH:28][C:29]3[CH:37]=[C:36]4[C:32]([C:33](=[O:38])[NH:34][NH:35]4)=[CH:31][CH:30]=3)[CH:20]=2)[CH:18]=1)(=[O:12])=[O:11])[C:3]1[CH:8]=[CH:7][CH:6]=[CH:5][CH:4]=1. (7) Given the product [Cl:1][CH2:2][CH2:3][CH2:4][C:5]1[O:9][C:8]([CH2:10][O:11][CH2:27][CH2:26][O:25][CH2:24][CH2:23][NH2:22])=[CH:7][CH:6]=1, predict the reactants needed to synthesize it. The reactants are: [Cl:1][CH2:2][CH2:3][CH2:4][C:5]1[O:9][C:8]([CH2:10][OH:11])=[CH:7][CH:6]=1.N1C=CC=CC=1.S(Br)(Br)=O.[NH2:22][CH2:23][CH2:24][O:25][CH2:26][CH2:27][O-].[Na+].[H-].[Na+].NCCOC(O)C.